This data is from P-glycoprotein inhibition data for predicting drug efflux from Broccatelli et al.. The task is: Regression/Classification. Given a drug SMILES string, predict its absorption, distribution, metabolism, or excretion properties. Task type varies by dataset: regression for continuous measurements (e.g., permeability, clearance, half-life) or binary classification for categorical outcomes (e.g., BBB penetration, CYP inhibition). Dataset: pgp_broccatelli. (1) The drug is C=CCN1CC[C@@]23c4c5ccc(O)c4O[C@H]2C(=O)CC[C@@]3(O)[C@@H]1C5. The result is 0 (non-inhibitor). (2) The molecule is C[C@@H](NCCC(c1ccccc1)c1ccccc1)c1ccccc1. The result is 1 (inhibitor).